Task: Predict the reactants needed to synthesize the given product.. Dataset: Full USPTO retrosynthesis dataset with 1.9M reactions from patents (1976-2016) (1) Given the product [CH2:4]([O:21][C:2]1[CH:1]=[CH:7][C:6]([CH:12]=[O:15])=[CH:5][CH:4]=1)[C:5]1[CH:10]=[CH:9][CH:8]=[CH:7][CH:6]=1, predict the reactants needed to synthesize it. The reactants are: [C:1](#N)[CH3:2].[CH2:4](Br)[C:5]1[CH:10]=[CH:9][CH:8]=[CH:7][CH:6]=1.[C:12](=[O:15])([O-])[O-].[K+].[K+].C(Cl)Cl.[OH2:21]. (2) Given the product [Cl:28][C:25]1[CH:26]=[CH:27][C:22]([C@@H:15]2[O:14][C@H:13]([CH2:12][S:11][C:8]3[CH:9]=[CH:10][C:5]([CH2:4][C:3]([OH:39])=[O:2])=[CH:6][CH:7]=3)[C@@H:18]([OH:19])[C@H:17]([OH:20])[C@H:16]2[OH:21])=[CH:23][C:24]=1[CH2:29][C:30]1[CH:31]=[CH:32][C:33]([O:36][CH2:37][CH3:38])=[CH:34][CH:35]=1, predict the reactants needed to synthesize it. The reactants are: C[O:2][C:3](=[O:39])[CH2:4][C:5]1[CH:10]=[CH:9][C:8]([S:11][CH2:12][C@@H:13]2[C@@H:18]([OH:19])[C@H:17]([OH:20])[C@@H:16]([OH:21])[C@H:15]([C:22]3[CH:27]=[CH:26][C:25]([Cl:28])=[C:24]([CH2:29][C:30]4[CH:35]=[CH:34][C:33]([O:36][CH2:37][CH3:38])=[CH:32][CH:31]=4)[CH:23]=3)[O:14]2)=[CH:7][CH:6]=1.[Li+].[OH-]. (3) Given the product [C@@H:59]1([O:58][C@@H:48]2[C@@H:47]([CH2:90][OH:91])[O:46][C@H:10]([O:11][C@@H:12]3[C@@H:19]([CH2:18][OH:17])[C@@H:15]([NH2:16])[C@H:14]([OH:30])[C@H:13]3[OH:38])[C@H:9]([OH:8])[C@H:49]2[OH:50])[O:88][C@H:87]([CH3:89])[C@@H:78]([OH:79])[C@H:69]([OH:70])[C@H:60]1[OH:61], predict the reactants needed to synthesize it. The reactants are: C([O:8][C@@H:9]1[C@@H:49]([O:50]CC2C=CC=CC=2)[C@H:48]([O:58][C@@H:59]2[O:88][C@H:87]([CH3:89])[C@@H:78]([O:79]CC3C=CC=CC=3)[C@H:69]([O:70]CC3C=CC=CC=3)[C@H:60]2[O:61]CC2C=CC=CC=2)[C@@H:47]([CH2:90][O:91]CC2C=CC=CC=2)[O:46][C@@H:10]1[O:11][C@@H:12]1[C@@H:19]2[C@@H:15]([N:16](C(OCC3C=CC=CC=3)=O)[O:17][CH2:18]2)[C@H:14]([O:30]CC2C=CC=CC=2)[C@@H:13]1[O:38]CC1C=CC=CC=1)C1C=CC=CC=1.C(OCC)(=O)C.Cl. (4) Given the product [Br:35][C:31]1[CH:32]=[C:33]([CH3:34])[C:28]([N:17]2[CH2:18][CH2:19][N:14]([C:12]3[CH:13]=[C:8]([C:5]4[CH:4]=[CH:3][C:2]([F:1])=[CH:7][CH:6]=4)[N:9]=[C:10]([N:21]4[CH2:25][CH2:24][CH2:23][C@H:22]4[CH3:26])[N:11]=3)[C@H:15]([CH3:20])[CH2:16]2)=[N:29][CH:30]=1, predict the reactants needed to synthesize it. The reactants are: [F:1][C:2]1[CH:7]=[CH:6][C:5]([C:8]2[CH:13]=[C:12]([N:14]3[CH2:19][CH2:18][NH:17][CH2:16][C@H:15]3[CH3:20])[N:11]=[C:10]([N:21]3[CH2:25][CH2:24][CH2:23][C@H:22]3[CH3:26])[N:9]=2)=[CH:4][CH:3]=1.Br[C:28]1[C:33]([CH3:34])=[CH:32][C:31]([Br:35])=[CH:30][N:29]=1.CCN(C(C)C)C(C)C. (5) Given the product [CH3:22][Si:21]([C:19]#[C:20][C:2]1[CH:7]=[CH:6][C:5]([N:8]2[C:12]([C:13]3[CH:18]=[CH:17][N:16]=[CH:15][CH:14]=3)=[N:11][CH:10]=[N:9]2)=[CH:4][CH:3]=1)([CH3:24])[CH3:23], predict the reactants needed to synthesize it. The reactants are: Br[C:2]1[CH:7]=[CH:6][C:5]([N:8]2[C:12]([C:13]3[CH:18]=[CH:17][N:16]=[CH:15][CH:14]=3)=[N:11][CH:10]=[N:9]2)=[CH:4][CH:3]=1.[C:19]([Si:21]([CH3:24])([CH3:23])[CH3:22])#[CH:20].O. (6) Given the product [S:6]([OH:8])([OH:24])(=[O:7])=[O:3].[NH2:19][C:16]1[CH:15]=[CH:14][C:13]([NH:12][CH2:11][CH2:10][N:5]([CH3:4])[S:6]([CH3:9])(=[O:8])=[O:7])=[CH:18][CH:17]=1, predict the reactants needed to synthesize it. The reactants are: [Cl-].[NH4+].[OH2:3].[CH3:4][N:5]([CH2:10][CH2:11][NH:12][C:13]1[CH:18]=[CH:17][C:16]([N+:19]([O-])=O)=[CH:15][CH:14]=1)[S:6]([CH3:9])(=[O:8])=[O:7].C([OH:24])C. (7) Given the product [Cl:19][C:15]1[C:16]2[C:11](=[CH:10][C:9]([S:8]([O:43][C:34]3[C:33]([F:32])=[C:38]([F:39])[C:37]([F:40])=[C:36]([F:41])[C:35]=3[F:42])(=[O:29])=[O:51])=[CH:18][CH:17]=2)[C:12]([F:20])=[CH:13][N:14]=1, predict the reactants needed to synthesize it. The reactants are: C([S:8][C:9]1[CH:10]=[C:11]2[C:16](=[CH:17][CH:18]=1)[C:15]([Cl:19])=[N:14][CH:13]=[C:12]2[F:20])C1C=CC=CC=1.ClN1C(C)(C)C(=[O:29])N(Cl)C1=O.[F:32][C:33]1[C:38]([F:39])=[C:37]([F:40])[C:36]([F:41])=[C:35]([F:42])[C:34]=1[OH:43].C(N(CC)CC)C.[OH2:51].